From a dataset of Peptide-MHC class II binding affinity with 134,281 pairs from IEDB. Regression. Given a peptide amino acid sequence and an MHC pseudo amino acid sequence, predict their binding affinity value. This is MHC class II binding data. (1) The peptide sequence is ASIAARGYISTRVGM. The MHC is DRB1_1501 with pseudo-sequence DRB1_1501. The binding affinity (normalized) is 0.651. (2) The peptide sequence is LTAAINKGILVTVNPHHHHHH. The MHC is DRB1_1101 with pseudo-sequence DRB1_1101. The binding affinity (normalized) is 0.808. (3) The peptide sequence is GAMRVTKDTNDNNLY. The MHC is DRB1_0404 with pseudo-sequence DRB1_0404. The binding affinity (normalized) is 0.398. (4) The peptide sequence is HLVEKLCHEVYNSSQ. The MHC is DRB1_0101 with pseudo-sequence DRB1_0101. The binding affinity (normalized) is 0.452. (5) The peptide sequence is KAFAEGLSGEPKGGA. The MHC is DRB3_0101 with pseudo-sequence DRB3_0101. The binding affinity (normalized) is 0.